Dataset: Full USPTO retrosynthesis dataset with 1.9M reactions from patents (1976-2016). Task: Predict the reactants needed to synthesize the given product. Given the product [CH2:1]([O:3][C:4]([C:6]1[N:7]([CH3:24])[C:8]([CH2:22][CH3:23])=[C:9]([C:20]#[N:21])[C:10]=1[C:40]1[CH:41]=[CH:26][C:27]([O:28][CH2:29][CH2:30][NH:31][S:32]([CH:35]([CH3:37])[CH3:36])(=[O:33])=[O:34])=[CH:38][CH:39]=1)=[O:5])[CH3:2], predict the reactants needed to synthesize it. The reactants are: [CH2:1]([O:3][C:4]([C:6]1[N:7]([CH3:24])[C:8]([CH2:22][CH3:23])=[C:9]([C:20]#[N:21])[C:10]=1B1OC(C)(C)C(C)(C)O1)=[O:5])[CH3:2].Br[C:26]1[CH:41]=[CH:40][CH:39]=[CH:38][C:27]=1[O:28][CH2:29][CH2:30][NH:31][S:32]([CH:35]([CH3:37])[CH3:36])(=[O:34])=[O:33].C(=O)([O-])[O-].[Na+].[Na+].C(Cl)Cl.